From a dataset of Full USPTO retrosynthesis dataset with 1.9M reactions from patents (1976-2016). Predict the reactants needed to synthesize the given product. Given the product [CH2:1]([O:5][C:6]1[CH:31]=[C:30]([O:32][CH2:33][CH:34]([CH3:36])[CH3:35])[CH:29]=[CH:28][C:7]=1[C:8]([C:10]1[CH:11]=[C:12]2[C:16](=[CH:17][CH:18]=1)[N:15]([CH2:19][CH:20]([CH3:22])[CH3:21])[C:14]([C:23]([OH:25])=[O:24])=[CH:13]2)=[O:9])[CH:2]([CH3:4])[CH3:3], predict the reactants needed to synthesize it. The reactants are: [CH2:1]([O:5][C:6]1[CH:31]=[C:30]([O:32][CH2:33][CH:34]([CH3:36])[CH3:35])[CH:29]=[CH:28][C:7]=1[C:8]([C:10]1[CH:11]=[C:12]2[C:16](=[CH:17][CH:18]=1)[N:15]([CH2:19][CH:20]([CH3:22])[CH3:21])[C:14]([C:23]([O:25]CC)=[O:24])=[CH:13]2)=[O:9])[CH:2]([CH3:4])[CH3:3].[OH-].[Na+].O.Cl.